Dataset: Full USPTO retrosynthesis dataset with 1.9M reactions from patents (1976-2016). Task: Predict the reactants needed to synthesize the given product. (1) Given the product [CH2:2]([O:9][C:10](=[O:26])[C@@H:11]([NH:22][C:23](=[O:25])[CH3:24])[CH2:12][NH:13][C:14]([C@@H:16]1[CH2:21][CH2:20][CH2:19][N:18]([C:35](=[O:36])[CH:34]=[CH:33][C:30]2[CH:31]=[CH:32][N:27]=[CH:28][CH:29]=2)[CH2:17]1)=[O:15])[C:3]1[CH:4]=[CH:5][CH:6]=[CH:7][CH:8]=1, predict the reactants needed to synthesize it. The reactants are: Cl.[CH2:2]([O:9][C:10](=[O:26])[C@@H:11]([NH:22][C:23](=[O:25])[CH3:24])[CH2:12][NH:13][C:14]([C@@H:16]1[CH2:21][CH2:20][CH2:19][NH:18][CH2:17]1)=[O:15])[C:3]1[CH:8]=[CH:7][CH:6]=[CH:5][CH:4]=1.[N:27]1[CH:32]=[CH:31][C:30]([CH:33]=[CH:34][C:35](O)=[O:36])=[CH:29][CH:28]=1.ON1C2C=CC=CC=2N=N1.C(N=C=NCCCN(C)C)C. (2) Given the product [CH3:4][O:5][CH2:6][C:7]1([CH3:15])[C:8](=[O:17])[C:9](=[O:14])[C:10]([CH3:12])([CH3:13])[O:11]1, predict the reactants needed to synthesize it. The reactants are: [Se](=O)=O.[CH3:4][O:5][CH2:6][C:7]1([CH3:15])[O:11][C:10]([CH3:13])([CH3:12])[C:9](=[O:14])[CH2:8]1.C[O:17]CC1(C)C(=O)CC(C)(C)O1.